The task is: Regression. Given a peptide amino acid sequence and an MHC pseudo amino acid sequence, predict their binding affinity value. This is MHC class I binding data.. This data is from Peptide-MHC class I binding affinity with 185,985 pairs from IEDB/IMGT. (1) The peptide sequence is FVDGVPFVV. The MHC is HLA-B15:01 with pseudo-sequence HLA-B15:01. The binding affinity (normalized) is 0.0847. (2) The peptide sequence is ELRRAAIDR. The MHC is HLA-A02:06 with pseudo-sequence HLA-A02:06. The binding affinity (normalized) is 0. (3) The peptide sequence is RYDYANLCQ. The MHC is HLA-A01:01 with pseudo-sequence HLA-A01:01. The binding affinity (normalized) is 0.0847. (4) The peptide sequence is RLRDLNQAV. The MHC is HLA-B07:02 with pseudo-sequence HLA-B07:02. The binding affinity (normalized) is 0.683. (5) The peptide sequence is IYDFYYLDY. The MHC is HLA-A01:01 with pseudo-sequence HLA-A01:01. The binding affinity (normalized) is 0.380. (6) The peptide sequence is NRAKQVIKL. The MHC is Mamu-A20102 with pseudo-sequence Mamu-A20102. The binding affinity (normalized) is 0. (7) The peptide sequence is TVAPPAPVY. The MHC is HLA-A26:01 with pseudo-sequence HLA-A26:01. The binding affinity (normalized) is 0.0847. (8) The peptide sequence is WTDLYTSMS. The MHC is HLA-B40:01 with pseudo-sequence HLA-B40:01. The binding affinity (normalized) is 0.0847.